Dataset: NCI-60 drug combinations with 297,098 pairs across 59 cell lines. Task: Regression. Given two drug SMILES strings and cell line genomic features, predict the synergy score measuring deviation from expected non-interaction effect. (1) Drug 1: C1=CC=C(C=C1)NC(=O)CCCCCCC(=O)NO. Drug 2: CC1CC(C(C(C=C(C(C(C=CC=C(C(=O)NC2=CC(=O)C(=C(C1)C2=O)OC)C)OC)OC(=O)N)C)C)O)OC. Cell line: OVCAR3. Synergy scores: CSS=70.5, Synergy_ZIP=5.10, Synergy_Bliss=3.72, Synergy_Loewe=-2.49, Synergy_HSA=3.16. (2) Drug 1: CCCCC(=O)OCC(=O)C1(CC(C2=C(C1)C(=C3C(=C2O)C(=O)C4=C(C3=O)C=CC=C4OC)O)OC5CC(C(C(O5)C)O)NC(=O)C(F)(F)F)O. Drug 2: C1C(C(OC1N2C=NC(=NC2=O)N)CO)O. Cell line: HCT-15. Synergy scores: CSS=37.0, Synergy_ZIP=-3.38, Synergy_Bliss=-2.32, Synergy_Loewe=-4.72, Synergy_HSA=-3.02.